From a dataset of Forward reaction prediction with 1.9M reactions from USPTO patents (1976-2016). Predict the product of the given reaction. (1) The product is: [CH2:20]([O:27][C@@H:28]1[C@@H:37]([O:38][C:39]2[CH:44]=[CH:43][C:42]([C:6]3[CH:7]=[CH:8][CH:9]=[C:4]([C:3]([NH:2][CH3:1])=[O:19])[CH:5]=3)=[CH:41][CH:40]=2)[O:36][C@H:35]2[C@@H:30]([O:31][CH:32]([C:46]3[CH:51]=[CH:50][CH:49]=[CH:48][CH:47]=3)[O:33][CH2:34]2)[C@@H:29]1[F:52])[C:21]1[CH:26]=[CH:25][CH:24]=[CH:23][CH:22]=1. Given the reactants [CH3:1][NH:2][C:3](=[O:19])[C:4]1[CH:9]=[CH:8][CH:7]=[C:6](B2OC(C)(C)C(C)(C)O2)[CH:5]=1.[CH2:20]([O:27][C@@H:28]1[CH:37]([O:38][C:39]2[CH:44]=[CH:43][C:42](I)=[CH:41][CH:40]=2)[O:36][C@H:35]2[C@@H:30]([O:31][CH:32]([C:46]3[CH:51]=[CH:50][CH:49]=[CH:48][CH:47]=3)[O:33][CH2:34]2)[C@@H:29]1[F:52])[C:21]1[CH:26]=[CH:25][CH:24]=[CH:23][CH:22]=1.C([O-])([O-])=O.[Cs+].[Cs+], predict the reaction product. (2) Given the reactants [Cl:1][C:2]1[S:17][C:5]2[N:6]=[CH:7][N:8]=[C:9]([NH:10][CH:11]3[CH2:16][CH2:15][NH:14][CH2:13][CH2:12]3)[C:4]=2[CH:3]=1.Cl[CH2:19][C:20]1[CH:28]=[CH:27][C:23]2[O:24][CH2:25][O:26][C:22]=2[CH:21]=1, predict the reaction product. The product is: [O:24]1[C:23]2[CH:27]=[CH:28][C:20]([CH2:19][N:14]3[CH2:13][CH2:12][CH:11]([NH:10][C:9]4[C:4]5[CH:3]=[C:2]([Cl:1])[S:17][C:5]=5[N:6]=[CH:7][N:8]=4)[CH2:16][CH2:15]3)=[CH:21][C:22]=2[O:26][CH2:25]1.